Task: Predict the reaction yield, written as a fraction of the theoretical maximum amount of product (1.0 means a 100% yield; for example, 0.34 means a 34% yield).. Dataset: Reaction yield outcomes from USPTO patents with 853,638 reactions (1) The reactants are [CH3:1][S:2][C:3]1[CH:4]=[CH:5][C:6]([N+:9]([O-:11])=[O:10])=[N:7][CH:8]=1.OO.[OH2:14].C(O)(=[O:17])C. No catalyst specified. The product is [CH3:1][S:2]([C:3]1[CH:4]=[CH:5][C:6]([N+:9]([O-:11])=[O:10])=[N:7][CH:8]=1)(=[O:17])=[O:14]. The yield is 0.860. (2) The reactants are [Cl:1][C:2]1[CH:15]=[CH:14][C:5]([CH2:6][N:7]2[CH2:12][CH2:11][CH:10]([NH2:13])[CH2:9][CH2:8]2)=[CH:4][CH:3]=1.[Cl:16][C:17]1[C:18]([O:34][CH3:35])=[CH:19][C:20]([O:28][CH2:29][C@:30]2(C)[CH2:32][O:31]2)=[C:21]([NH:23][C:24](=[O:27])[CH2:25][CH3:26])[CH:22]=1.Cl([O-])(=O)(=O)=O.[Li+]. The product is [Cl:16][C:17]1[C:18]([O:34][CH3:35])=[CH:19][C:20]([O:28][CH2:29][C@@H:30]([OH:31])[CH2:32][NH:13][CH:10]2[CH2:9][CH2:8][N:7]([CH2:6][C:5]3[CH:4]=[CH:3][C:2]([Cl:1])=[CH:15][CH:14]=3)[CH2:12][CH2:11]2)=[C:21]([NH:23][C:24](=[O:27])[CH2:25][CH3:26])[CH:22]=1. The yield is 0.860. The catalyst is C(#N)C. (3) The reactants are O1CCCC1.[CH3:6][C:7]1[CH:12]=[CH:11][N:10]=[C:9]([O:13][CH2:14][C:15]2[CH:20]=[CH:19][C:18]([CH2:21][C:22](Cl)=[N:23][OH:24])=[CH:17][CH:16]=2)[CH:8]=1.[C:26]([C:28]1[C:29]([NH2:34])=[N:30][CH:31]=[CH:32][CH:33]=1)#[CH:27].C(N(CC)CC)C. The catalyst is O. The product is [CH3:6][C:7]1[CH:12]=[CH:11][N:10]=[C:9]([O:13][CH2:14][C:15]2[CH:20]=[CH:19][C:18]([CH2:21][C:22]3[CH:27]=[C:26]([C:28]4[C:29]([NH2:34])=[N:30][CH:31]=[CH:32][CH:33]=4)[O:24][N:23]=3)=[CH:17][CH:16]=2)[CH:8]=1. The yield is 0.206. (4) The reactants are [NH2:1][C:2]1[N:3]=[C:4]2[CH:9]=[CH:8][C:7]([O:10][C:11]3[CH:12]=[C:13]([NH:17][C:18](=[O:29])[C:19]4[CH:24]=[CH:23][CH:22]=[C:21]([C:25]([F:28])([F:27])[F:26])[CH:20]=4)[CH:14]=[CH:15][CH:16]=3)=[N:6][N:5]2[CH:30]=1.C(N(CC)CC)C.[CH:38]1([C:42](Cl)=[O:43])[CH2:41][CH2:40][CH2:39]1.[Cl-].[NH4+]. The catalyst is O1CCCC1. The product is [CH:38]1([C:42]([NH:1][C:2]2[N:3]=[C:4]3[CH:9]=[CH:8][C:7]([O:10][C:11]4[CH:12]=[C:13]([NH:17][C:18](=[O:29])[C:19]5[CH:24]=[CH:23][CH:22]=[C:21]([C:25]([F:28])([F:27])[F:26])[CH:20]=5)[CH:14]=[CH:15][CH:16]=4)=[N:6][N:5]3[CH:30]=2)=[O:43])[CH2:41][CH2:40][CH2:39]1. The yield is 0.540. (5) The yield is 0.233. The catalyst is CO. The product is [OH:20][C@H:9]1[C@@H:10]([OH:16])[C@H:11]([OH:12])[C@@H:6]([CH2:5][OH:4])[O:7][C@@H:8]1[CH2:24][C:25]([NH:26][C:27]1[CH:32]=[CH:31][CH:30]=[C:29]([NH:33][C:34](=[O:59])[CH2:35][C@@H:36]2[C@@H:41]([OH:42])[C@@H:40]([OH:46])[C@H:39]([OH:50])[C@@H:38]([CH2:54][OH:55])[O:37]2)[CH:28]=1)=[O:60]. The reactants are C([O:4][CH2:5][C@@H:6]1[C@@H:11]([O:12]C(=O)C)[C@H:10]([O:16]C(=O)C)[C@H:9]([O:20]C(=O)C)[C@@H:8]([CH2:24][C:25](=[O:60])[NH:26][C:27]2[CH:32]=[CH:31][CH:30]=[C:29]([NH:33][C:34](=[O:59])[CH2:35][C@@H:36]3[C@@H:41]([O:42]C(=O)C)[C@@H:40]([O:46]C(=O)C)[C@H:39]([O:50]C(=O)C)[C@@H:38]([CH2:54][O:55]C(=O)C)[O:37]3)[CH:28]=2)[O:7]1)(=O)C.CO[Na]. (6) The reactants are [CH3:1][C:2]1[CH:7]=[CH:6][C:5]([S:8]([O:11][CH2:12][CH:13]2[CH2:17][C:16]3[CH:18]=[CH:19][CH:20]=[C:21](Br)[C:15]=3[O:14]2)(=[O:10])=[O:9])=[CH:4][CH:3]=1.[Cl:23][C:24]1[CH:25]=[C:26](B(O)O)[CH:27]=[CH:28][CH:29]=1.C(=O)([O-])[O-].[K+].[K+]. The catalyst is CC1C=CC=CC=1[P](C1C=CC=CC=1C)([Pd](Cl)(Cl)[P](C1=C(C)C=CC=C1)(C1C=CC=CC=1C)C1C=CC=CC=1C)C1C=CC=CC=1C. The product is [CH3:1][C:2]1[CH:7]=[CH:6][C:5]([S:8]([O:11][CH2:12][CH:13]2[CH2:17][C:16]3[CH:18]=[CH:19][CH:20]=[C:21]([C:28]4[CH:27]=[CH:26][CH:25]=[C:24]([Cl:23])[CH:29]=4)[C:15]=3[O:14]2)(=[O:10])=[O:9])=[CH:4][CH:3]=1. The yield is 0.750.